This data is from Catalyst prediction with 721,799 reactions and 888 catalyst types from USPTO. The task is: Predict which catalyst facilitates the given reaction. (1) Reactant: [OH:1][C:2]1[N:7]([C:8]2[CH:13]=[CH:12][CH:11]=[CH:10][CH:9]=2)[C:6](=[O:14])[N:5]([CH2:15][C:16]2[CH:21]=[CH:20][CH:19]=[CH:18][CH:17]=2)[C:4](=[O:22])[C:3]=1[C:23](OCC)=[O:24].C1(CNC([CH:38](C(OCC)=O)[C:39]([O:41]CC)=[O:40])=O)C=CC=CC=1.[H-].[Na+].C1([N:57]=C=O)C=CC=CC=1. Product: [OH:1][C:2]1[N:7]([C:8]2[CH:13]=[CH:12][CH:11]=[CH:10][CH:9]=2)[C:6](=[O:14])[N:5]([CH2:15][C:16]2[CH:21]=[CH:20][CH:19]=[CH:18][CH:17]=2)[C:4](=[O:22])[C:3]=1[C:23]([NH:57][CH2:38][C:39]([OH:41])=[O:40])=[O:24]. The catalyst class is: 346. (2) Reactant: [ClH:1].C(OCC)(=O)C.[CH3:8][N:9](C(OC(C)(C)C)=O)[NH:10][C:11]([C:13]1[CH:14]=[N:15][N:16]([CH3:30])[C:17]=1[CH2:18][O:19][C:20]1[CH:25]=[CH:24][C:23]([C:26]([F:29])([F:28])[F:27])=[CH:22][CH:21]=1)=[O:12]. Product: [ClH:1].[CH3:8][NH:9][NH:10][C:11]([C:13]1[CH:14]=[N:15][N:16]([CH3:30])[C:17]=1[CH2:18][O:19][C:20]1[CH:25]=[CH:24][C:23]([C:26]([F:29])([F:27])[F:28])=[CH:22][CH:21]=1)=[O:12]. The catalyst class is: 12.